From a dataset of Forward reaction prediction with 1.9M reactions from USPTO patents (1976-2016). Predict the product of the given reaction. (1) Given the reactants [F:1][C:2]1[CH:20]=[C:19]([O:21][CH2:22][C:23]2[N:24]=[C:25]([C:28]3[CH:36]=[CH:35][C:31]([C:32]([OH:34])=O)=[CH:30][CH:29]=3)[S:26][CH:27]=2)[C:5]2[CH:6]=[C:7]([C:9]3[N:10]=[C:11]4[N:15]([CH:16]=3)[N:14]=[C:13]([O:17][CH3:18])[S:12]4)[O:8][C:4]=2[CH:3]=1.C(N(C(C)C)CC)(C)C.[CH2:46]([NH:48][CH2:49][CH2:50][C:51]#[N:52])[CH3:47].CN(C(ON1N=NC2C=CC=NC1=2)=[N+](C)C)C.F[P-](F)(F)(F)(F)F, predict the reaction product. The product is: [C:51]([CH2:50][CH2:49][N:48]([CH2:46][CH3:47])[C:32](=[O:34])[C:31]1[CH:35]=[CH:36][C:28]([C:25]2[S:26][CH:27]=[C:23]([CH2:22][O:21][C:19]3[C:5]4[CH:6]=[C:7]([C:9]5[N:10]=[C:11]6[N:15]([CH:16]=5)[N:14]=[C:13]([O:17][CH3:18])[S:12]6)[O:8][C:4]=4[CH:3]=[C:2]([F:1])[CH:20]=3)[N:24]=2)=[CH:29][CH:30]=1)#[N:52]. (2) The product is: [Br:1][C:2]1[CH:7]=[C:6]2[NH:8][C:9](=[O:29])[C:10]3([CH:15]([C:16]4[CH:21]=[CH:20][CH:19]=[C:18]([Cl:22])[CH:17]=4)[CH2:14][C:13](=[O:23])[NH:12][CH:11]3[C:24]3([CH2:27][CH3:28])[CH2:25][CH2:26]3)[C:5]2=[CH:4][CH:3]=1. Given the reactants [Br:1][C:2]1[CH:7]=[C:6]2[NH:8][C:9](=[O:29])[C:10]3([CH:15]([C:16]4[CH:21]=[CH:20][CH:19]=[C:18]([Cl:22])[CH:17]=4)[CH2:14][C:13](=[O:23])[NH:12][CH:11]3[C:24]3([CH2:27][CH3:28])[CH2:26][CH2:25]3)[C:5]2=[CH:4][CH:3]=1.COC([Si](C)(C)C)C.FC(F)(F)C(O)=O, predict the reaction product. (3) Given the reactants [C:1]([C:5]1[N:10]=[C:9]([C:11]2[CH:16]=[CH:15][CH:14]=[CH:13][C:12]=2[C:17]([F:20])([F:19])[F:18])[NH:8][C:7](=O)[CH:6]=1)([CH3:4])([CH3:3])[CH3:2].P(Cl)(Cl)([Cl:24])=O.C(N(CCC)CCC)CC, predict the reaction product. The product is: [C:1]([C:5]1([Cl:24])[NH:10][C:9]([C:11]2[CH:16]=[CH:15][CH:14]=[CH:13][C:12]=2[C:17]([F:20])([F:19])[F:18])=[N:8][CH:7]=[CH:6]1)([CH3:4])([CH3:3])[CH3:2]. (4) Given the reactants [F:1][CH:2]([S:16]([C:19]1[C:20]([C:25]([F:28])([F:27])[F:26])=[N:21][N:22]([CH3:24])[CH:23]=1)(=[O:18])=[O:17])[CH:3]1[CH2:8][CH2:7][N:6]([C:9]([O:11][C:12]([CH3:15])([CH3:14])[CH3:13])=[O:10])[CH2:5][CH2:4]1.[CH3:29]C([O-])(C)C.[K+].IC, predict the reaction product. The product is: [F:1][C:2]([CH:3]1[CH2:4][CH2:5][N:6]([C:9]([O:11][C:12]([CH3:15])([CH3:14])[CH3:13])=[O:10])[CH2:7][CH2:8]1)([S:16]([C:19]1[C:20]([C:25]([F:28])([F:27])[F:26])=[N:21][N:22]([CH3:24])[CH:23]=1)(=[O:17])=[O:18])[CH3:29].